Dataset: Forward reaction prediction with 1.9M reactions from USPTO patents (1976-2016). Task: Predict the product of the given reaction. (1) Given the reactants [C:1](Cl)(=[O:4])[CH:2]=[CH2:3].[F:6][C:7]([F:21])([F:20])[CH:8]([NH2:19])[C:9]1[CH:14]=[CH:13][CH:12]=[C:11]([C:15]([F:18])([F:17])[F:16])[CH:10]=1.N1C=CC=CC=1, predict the reaction product. The product is: [F:6][C:7]([F:20])([F:21])[CH:8]([NH:19][C:1](=[O:4])[CH:2]=[CH2:3])[C:9]1[CH:14]=[CH:13][CH:12]=[C:11]([C:15]([F:17])([F:18])[F:16])[CH:10]=1. (2) Given the reactants [CH2:1]([NH:8][C:9]1[C:18]2[C:13](=[CH:14][C:15](Cl)=[CH:16][CH:17]=2)[N:12]=[CH:11][CH:10]=1)[C:2]1[CH:7]=[CH:6][CH:5]=[CH:4][CH:3]=1.[H][H], predict the reaction product. The product is: [CH2:1]([NH:8][C:9]1[C:18]2[C:13](=[CH:14][CH:15]=[CH:16][CH:17]=2)[N:12]=[CH:11][CH:10]=1)[C:2]1[CH:7]=[CH:6][CH:5]=[CH:4][CH:3]=1.